Dataset: Forward reaction prediction with 1.9M reactions from USPTO patents (1976-2016). Task: Predict the product of the given reaction. The product is: [CH3:33][O:32][C:30]1[C:29]([O:34][CH3:35])=[CH:28][C:26]([NH:27][C:2]2[N:7]=[C:6]([NH:8][C:9]3[CH:13]=[C:12]([C:14]45[CH2:23][CH:18]6[CH2:19][CH:20]([CH2:22][CH:16]([CH2:17]6)[CH2:15]4)[CH2:21]5)[O:11][N:10]=3)[CH:5]=[CH:4][N:3]=2)=[C:25]([CH3:24])[CH:31]=1. Given the reactants Cl[C:2]1[N:7]=[C:6]([NH:8][C:9]2[CH:13]=[C:12]([C:14]34[CH2:23][CH:18]5[CH2:19][CH:20]([CH2:22][CH:16]([CH2:17]5)[CH2:15]3)[CH2:21]4)[O:11][N:10]=2)[CH:5]=[CH:4][N:3]=1.[CH3:24][C:25]1[CH:31]=[C:30]([O:32][CH3:33])[C:29]([O:34][CH3:35])=[CH:28][C:26]=1[NH2:27], predict the reaction product.